This data is from Peptide-MHC class I binding affinity with 185,985 pairs from IEDB/IMGT. The task is: Regression. Given a peptide amino acid sequence and an MHC pseudo amino acid sequence, predict their binding affinity value. This is MHC class I binding data. (1) The peptide sequence is GRYFRIQEV. The MHC is HLA-A31:01 with pseudo-sequence HLA-A31:01. The binding affinity (normalized) is 0.172. (2) The peptide sequence is ITTESIVIW. The MHC is HLA-A02:03 with pseudo-sequence HLA-A02:03. The binding affinity (normalized) is 0.194. (3) The peptide sequence is FLKHKYGSL. The MHC is HLA-B08:01 with pseudo-sequence HLA-B08:01. The binding affinity (normalized) is 1.00. (4) The peptide sequence is YFHKRDMRL. The MHC is HLA-B07:02 with pseudo-sequence HLA-B07:02. The binding affinity (normalized) is 0.0847. (5) The peptide sequence is AMAFHLTTR. The MHC is HLA-A03:01 with pseudo-sequence HLA-A03:01. The binding affinity (normalized) is 0.627. (6) The binding affinity (normalized) is 0.107. The MHC is HLA-A32:01 with pseudo-sequence HLA-A32:01. The peptide sequence is KTKLTDWDFV. (7) The peptide sequence is NCNNNVASYI. The binding affinity (normalized) is 0.407. The MHC is H-2-Db with pseudo-sequence H-2-Db. (8) The peptide sequence is LFPELDCFF. The MHC is HLA-A30:01 with pseudo-sequence HLA-A30:01. The binding affinity (normalized) is 0.0847.